This data is from Catalyst prediction with 721,799 reactions and 888 catalyst types from USPTO. The task is: Predict which catalyst facilitates the given reaction. (1) Reactant: [C:1]1([C:7]2[C:16]3[CH:15]=[CH:14][CH:13]=[CH:12][C:11]=3[N:10]=[C:9]3[C:17]4[C:22]([C:23]([C:25]5[CH:30]=[CH:29][CH:28]=[CH:27][CH:26]=5)(O)[C:8]=23)=[CH:21][CH:20]=[CH:19][CH:18]=4)[CH:6]=[CH:5][CH:4]=[CH:3][CH:2]=1.[CH3:31][C:32]1[CH:51]=[CH:50][C:35]([N:36]([C:44]2[CH:49]=[CH:48][CH:47]=[CH:46][CH:45]=2)[C:37]2[CH:42]=[CH:41][C:40]([CH3:43])=[CH:39][CH:38]=2)=[CH:34][CH:33]=1.FC(F)(F)S(O)(=O)=O. Product: [C:1]1([C:7]2[C:16]3[CH:15]=[CH:14][CH:13]=[CH:12][C:11]=3[N:10]=[C:9]3[C:17]4[C:22]([C:23]([C:47]5[CH:48]=[CH:49][C:44]([N:36]([C:35]6[CH:34]=[CH:33][C:32]([CH3:31])=[CH:51][CH:50]=6)[C:37]6[CH:42]=[CH:41][C:40]([CH3:43])=[CH:39][CH:38]=6)=[CH:45][CH:46]=5)([C:25]5[CH:30]=[CH:29][CH:28]=[CH:27][CH:26]=5)[C:8]=23)=[CH:21][CH:20]=[CH:19][CH:18]=4)[CH:6]=[CH:5][CH:4]=[CH:3][CH:2]=1. The catalyst class is: 4. (2) Reactant: [C:1]([NH:4][C:5]1[C:6]2[N:7]=[CH:8][N:9]([C:42]=2[N:43]=[CH:44][N:45]=1)[C@@H:10]1[O:41][C@H:15]([CH2:16][O:17][C:18]([C:35]2[CH:40]=[CH:39][CH:38]=[CH:37][CH:36]=2)([C:27]2[CH:32]=[CH:31][C:30]([O:33][CH3:34])=[CH:29][CH:28]=2)[C:19]2[CH:24]=[CH:23][C:22]([O:25][CH3:26])=[CH:21][CH:20]=2)[C@@H:13]([OH:14])[C@H:11]1[OH:12])(=[O:3])[CH3:2].C(N(C(C)C)CC)(C)C.[C:55]([CH2:57][CH2:58][O:59][CH2:60]Cl)#[N:56].C(=O)(O)[O-].[Na+]. Product: [C:1]([NH:4][C:5]1[C:6]2[N:7]=[CH:8][N:9]([C:42]=2[N:43]=[CH:44][N:45]=1)[C@@H:10]1[O:41][C@H:15]([CH2:16][O:17][C:18]([C:35]2[CH:36]=[CH:37][CH:38]=[CH:39][CH:40]=2)([C:19]2[CH:20]=[CH:21][C:22]([O:25][CH3:26])=[CH:23][CH:24]=2)[C:27]2[CH:32]=[CH:31][C:30]([O:33][CH3:34])=[CH:29][CH:28]=2)[C@@H:13]([OH:14])[C@H:11]1[O:12][CH2:60][O:59][CH2:58][CH2:57][C:55]#[N:56])(=[O:3])[CH3:2]. The catalyst class is: 26. (3) Product: [CH3:10][O:9][C:7](=[O:8])[C:6]1[CH:11]=[C:12]([O:14][C:18]2[CH:17]=[CH:16][C:25]3[C:20](=[CH:21][CH:22]=[CH:23][CH:24]=3)[CH:19]=2)[CH:13]=[C:4]([C:3]([O:2][CH3:1])=[O:15])[CH:5]=1. The catalyst class is: 2. Reactant: [CH3:1][O:2][C:3](=[O:15])[C:4]1[CH:13]=[C:12]([OH:14])[CH:11]=[C:6]([C:7]([O:9][CH3:10])=[O:8])[CH:5]=1.[C:16]1(B(O)O)[C:25]2[C:20](=[CH:21][CH:22]=[CH:23][CH:24]=2)[CH:19]=[CH:18][CH:17]=1.CCN(CC)CC. (4) Reactant: [F:1][C:2]1[CH:3]=[C:4]([O:13]C)[CH:5]=[C:6]2[C:10]=1[C:9]([CH3:12])([CH3:11])[CH2:8][CH2:7]2.C(S)CCCCCCCCCCC.[Cl-].[Al+3].[Cl-].[Cl-].Cl. Product: [F:1][C:2]1[CH:3]=[C:4]([OH:13])[CH:5]=[C:6]2[C:10]=1[C:9]([CH3:11])([CH3:12])[CH2:8][CH2:7]2. The catalyst class is: 11. (5) Reactant: [CH2:1]([O:8][C:9]1[C:10]([C:40]([O:42][C:43]([CH3:46])([CH3:45])[CH3:44])=[O:41])=[N:11][C:12]([CH2:23][C:24]2[CH:25]=[N:26][C:27]([C:30]3[CH:35]=[CH:34][C:33]([C:36]([CH3:39])([CH3:38])[CH3:37])=[CH:32][CH:31]=3)=[CH:28][CH:29]=2)=[N:13][C:14]=1OS(C(F)(F)F)(=O)=O)[C:2]1[CH:7]=[CH:6][CH:5]=[CH:4][CH:3]=1.[CH3:47][S-:48].[Na+].[Cl-].[Na+]. Product: [CH2:1]([O:8][C:9]1[C:10]([C:40]([O:42][C:43]([CH3:46])([CH3:44])[CH3:45])=[O:41])=[N:11][C:12]([CH2:23][C:24]2[CH:25]=[N:26][C:27]([C:30]3[CH:31]=[CH:32][C:33]([C:36]([CH3:37])([CH3:38])[CH3:39])=[CH:34][CH:35]=3)=[CH:28][CH:29]=2)=[N:13][C:14]=1[S:48][CH3:47])[C:2]1[CH:3]=[CH:4][CH:5]=[CH:6][CH:7]=1. The catalyst class is: 9. (6) Reactant: [C:1]([S:5][C:6]1[CH:11]=[C:10]([N+:12]([O-])=O)[CH:9]=[C:8]([S:15]([C:17]([CH3:20])([CH3:19])[CH3:18])=[O:16])[CH:7]=1)([CH3:4])([CH3:3])[CH3:2].[Cl-].[NH4+].O. Product: [C:1]([S:5][C:6]1[CH:11]=[C:10]([NH2:12])[CH:9]=[C:8]([S:15]([C:17]([CH3:20])([CH3:19])[CH3:18])=[O:16])[CH:7]=1)([CH3:4])([CH3:2])[CH3:3]. The catalyst class is: 415. (7) Reactant: [CH3:1][C:2]([CH3:20])([CH2:8][O:9][Si:10]([CH:17]([CH3:19])[CH3:18])([CH:14]([CH3:16])[CH3:15])[CH:11]([CH3:13])[CH3:12])[C:3](=O)[CH2:4][C:5]#[N:6].[OH-:21].[Na+].S(O)(O)(=O)=O.[NH2:28]O. Product: [CH3:1][C:2]([C:3]1[CH:4]=[C:5]([NH2:6])[O:21][N:28]=1)([CH3:20])[CH2:8][O:9][Si:10]([CH:17]([CH3:19])[CH3:18])([CH:14]([CH3:16])[CH3:15])[CH:11]([CH3:13])[CH3:12]. The catalyst class is: 6. (8) Reactant: [Cl:1][C:2]1[CH:7]=[CH:6][N:5]([C:8]2[C:13]([F:14])=[CH:12][CH:11]=[CH:10][C:9]=2[F:15])[C:4](=[O:16])[C:3]=1[CH:17]=[N:18]O.P(Cl)(Cl)(Cl)=O. Product: [Cl:1][C:2]1[CH:7]=[CH:6][N:5]([C:8]2[C:13]([F:14])=[CH:12][CH:11]=[CH:10][C:9]=2[F:15])[C:4](=[O:16])[C:3]=1[C:17]#[N:18]. The catalyst class is: 10.